Dataset: Full USPTO retrosynthesis dataset with 1.9M reactions from patents (1976-2016). Task: Predict the reactants needed to synthesize the given product. (1) Given the product [Cl:26][CH2:27][C:28]1[N:9]=[C:8]([C:7]2[CH:6]=[CH:5][C:4]([N:11]3[CH2:15][C@H:14]([CH2:16][NH:17][C:18](=[O:24])[O:19][C:20]([CH3:22])([CH3:21])[CH3:23])[O:13][C:12]3=[O:25])=[CH:3][C:2]=2[F:1])[S:10][CH:29]=1, predict the reactants needed to synthesize it. The reactants are: [F:1][C:2]1[CH:3]=[C:4]([N:11]2[CH2:15][C@H:14]([CH2:16][NH:17][C:18](=[O:24])[O:19][C:20]([CH3:23])([CH3:22])[CH3:21])[O:13][C:12]2=[O:25])[CH:5]=[CH:6][C:7]=1[C:8](=[S:10])[NH2:9].[Cl:26][CH:27](Cl)[C:28](=O)[CH3:29]. (2) Given the product [CH2:6]([O:5][P:4]([CH2:3][CH:26]1[CH2:27][CH2:28][NH:23][CH2:24][CH2:25]1)(=[O:8])[O:9][CH2:10][CH3:11])[CH3:7], predict the reactants needed to synthesize it. The reactants are: [H-].[Na+].[CH2:3](P([O-])(=O)[O-])[P:4]([O:9][CH2:10][CH3:11])(=[O:8])[O:5][CH2:6][CH3:7].C([N:23]1[CH2:28][CH2:27][C:26](=O)[CH2:25][CH2:24]1)C1C=CC=CC=1. (3) Given the product [C:1]([C:5]1[CH:10]=[CH:9][C:8]([C:11]2[CH:12]=[CH:13][CH:14]=[C:15]3[C:19]=2[CH2:18][C:17]([CH2:21][C:22]24[CH2:23][CH:24]5[CH2:30][CH:28]([CH2:27][CH:26]([CH2:25]5)[CH2:31]2)[CH2:29]4)=[CH:16]3)=[CH:7][CH:6]=1)([CH3:4])([CH3:2])[CH3:3], predict the reactants needed to synthesize it. The reactants are: [C:1]([C:5]1[CH:10]=[CH:9][C:8]([C:11]2[CH:12]=[CH:13][CH:14]=[C:15]3[C:19]=2[C:18](=O)[CH:17]([CH2:21][C:22]24[CH2:31][CH:26]5[CH2:27][CH:28]([CH2:30][CH:24]([CH2:25]5)[CH2:23]2)[CH2:29]4)[CH2:16]3)=[CH:7][CH:6]=1)([CH3:4])([CH3:3])[CH3:2].[BH4-].[Na+].CO.S(=O)(=O)(O)O. (4) Given the product [F:21][C:22]1[CH:27]=[CH:26][C:25]([F:28])=[CH:24][C:23]=1[S:29]([N:8]1[C:9]2[C:5](=[C:4]([CH2:12][N:13]([CH3:14])[CH3:15])[C:3]([O:2][CH3:1])=[CH:11][CH:10]=2)[CH:6]=[CH:7]1)(=[O:31])=[O:30], predict the reactants needed to synthesize it. The reactants are: [CH3:1][O:2][C:3]1[C:4]([CH2:12][N:13]([CH3:15])[CH3:14])=[C:5]2[C:9](=[CH:10][CH:11]=1)[NH:8][CH:7]=[CH:6]2.CN(C=O)C.[F:21][C:22]1[CH:27]=[CH:26][C:25]([F:28])=[CH:24][C:23]=1[S:29](Cl)(=[O:31])=[O:30]. (5) Given the product [CH3:36][O:25][C:24](=[O:26])[C:23]([O:22][C:21]1[CH:29]=[CH:30][C:18]([CH2:17][CH2:16][CH2:15][CH:13]2[CH2:14][N:10]([CH2:9][C:8]3[CH:34]=[CH:35][C:5]([C:1]([CH3:2])([CH3:3])[CH3:4])=[CH:6][CH:7]=3)[C:11](=[O:33])[N:12]2[CH3:32])=[CH:19][C:20]=1[CH3:31])([CH3:27])[CH3:28], predict the reactants needed to synthesize it. The reactants are: [C:1]([C:5]1[CH:35]=[CH:34][C:8]([CH2:9][N:10]2[CH2:14][CH:13]([CH2:15][CH2:16][CH2:17][C:18]3[CH:30]=[CH:29][C:21]([O:22][C:23]([CH3:28])([CH3:27])[C:24]([OH:26])=[O:25])=[C:20]([CH3:31])[CH:19]=3)[N:12]([CH3:32])[C:11]2=[O:33])=[CH:7][CH:6]=1)([CH3:4])([CH3:3])[CH3:2].[CH3:36]O.